Regression. Given two drug SMILES strings and cell line genomic features, predict the synergy score measuring deviation from expected non-interaction effect. From a dataset of NCI-60 drug combinations with 297,098 pairs across 59 cell lines. (1) Drug 1: CC1CCC2CC(C(=CC=CC=CC(CC(C(=O)C(C(C(=CC(C(=O)CC(OC(=O)C3CCCCN3C(=O)C(=O)C1(O2)O)C(C)CC4CCC(C(C4)OC)O)C)C)O)OC)C)C)C)OC. Drug 2: C1CN(P(=O)(OC1)NCCCl)CCCl. Cell line: MALME-3M. Synergy scores: CSS=20.2, Synergy_ZIP=-4.60, Synergy_Bliss=-3.36, Synergy_Loewe=-28.0, Synergy_HSA=-3.89. (2) Drug 1: CCCS(=O)(=O)NC1=C(C(=C(C=C1)F)C(=O)C2=CNC3=C2C=C(C=N3)C4=CC=C(C=C4)Cl)F. Drug 2: CC1=C(C(=CC=C1)Cl)NC(=O)C2=CN=C(S2)NC3=CC(=NC(=N3)C)N4CCN(CC4)CCO. Cell line: HT29. Synergy scores: CSS=65.9, Synergy_ZIP=7.69, Synergy_Bliss=8.50, Synergy_Loewe=9.88, Synergy_HSA=11.5. (3) Drug 1: C#CCC(CC1=CN=C2C(=N1)C(=NC(=N2)N)N)C3=CC=C(C=C3)C(=O)NC(CCC(=O)O)C(=O)O. Drug 2: C1C(C(OC1N2C=NC(=NC2=O)N)CO)O. Cell line: CCRF-CEM. Synergy scores: CSS=31.8, Synergy_ZIP=0.976, Synergy_Bliss=0.703, Synergy_Loewe=1.21, Synergy_HSA=1.39. (4) Drug 1: COC1=CC(=CC(=C1O)OC)C2C3C(COC3=O)C(C4=CC5=C(C=C24)OCO5)OC6C(C(C7C(O6)COC(O7)C8=CC=CS8)O)O. Drug 2: CC(C)(C#N)C1=CC(=CC(=C1)CN2C=NC=N2)C(C)(C)C#N. Cell line: HOP-92. Synergy scores: CSS=28.2, Synergy_ZIP=-12.0, Synergy_Bliss=-8.05, Synergy_Loewe=-13.4, Synergy_HSA=-6.80. (5) Drug 1: CC1C(C(CC(O1)OC2CC(OC(C2O)C)OC3=CC4=CC5=C(C(=O)C(C(C5)C(C(=O)C(C(C)O)O)OC)OC6CC(C(C(O6)C)O)OC7CC(C(C(O7)C)O)OC8CC(C(C(O8)C)O)(C)O)C(=C4C(=C3C)O)O)O)O. Drug 2: CCC1(CC2CC(C3=C(CCN(C2)C1)C4=CC=CC=C4N3)(C5=C(C=C6C(=C5)C78CCN9C7C(C=CC9)(C(C(C8N6C)(C(=O)OC)O)OC(=O)C)CC)OC)C(=O)OC)O.OS(=O)(=O)O. Cell line: HCT-15. Synergy scores: CSS=50.3, Synergy_ZIP=-1.12, Synergy_Bliss=-6.13, Synergy_Loewe=-2.00, Synergy_HSA=-4.18. (6) Drug 1: CN1CCC(CC1)COC2=C(C=C3C(=C2)N=CN=C3NC4=C(C=C(C=C4)Br)F)OC. Drug 2: CC1CCC2CC(C(=CC=CC=CC(CC(C(=O)C(C(C(=CC(C(=O)CC(OC(=O)C3CCCCN3C(=O)C(=O)C1(O2)O)C(C)CC4CCC(C(C4)OC)OCCO)C)C)O)OC)C)C)C)OC. Cell line: RXF 393. Synergy scores: CSS=5.53, Synergy_ZIP=-8.92, Synergy_Bliss=-7.20, Synergy_Loewe=-13.1, Synergy_HSA=-5.50. (7) Drug 1: C1CC(C1)(C(=O)O)C(=O)O.[NH2-].[NH2-].[Pt+2]. Drug 2: CCC1=C2CN3C(=CC4=C(C3=O)COC(=O)C4(CC)O)C2=NC5=C1C=C(C=C5)O. Cell line: SF-268. Synergy scores: CSS=50.5, Synergy_ZIP=-4.86, Synergy_Bliss=0.192, Synergy_Loewe=-24.8, Synergy_HSA=-1.22.